Dataset: Forward reaction prediction with 1.9M reactions from USPTO patents (1976-2016). Task: Predict the product of the given reaction. Given the reactants [NH2:1][C:2]1[C:3](/[CH:9]=[CH:10]/[C:11]([O:13]CC)=O)=[N:4][C:5](I)=[N:6][CH:7]=1.[BrH:16].C(O)(=O)C, predict the reaction product. The product is: [Br:16][C:5]1[N:6]=[CH:7][C:2]2[N:1]=[C:11]([OH:13])[CH:10]=[CH:9][C:3]=2[N:4]=1.